From a dataset of Full USPTO retrosynthesis dataset with 1.9M reactions from patents (1976-2016). Predict the reactants needed to synthesize the given product. Given the product [CH:10]1([O:16][C:17]2[N:22]=[CH:21][C:20]([C:2]3[C:3]([NH2:9])=[N:4][CH:5]=[C:6]([F:8])[CH:7]=3)=[CH:19][CH:18]=2)[CH2:15][CH2:14][CH2:13][CH2:12][CH2:11]1, predict the reactants needed to synthesize it. The reactants are: Br[C:2]1[C:3]([NH2:9])=[N:4][CH:5]=[C:6]([F:8])[CH:7]=1.[CH:10]1([O:16][C:17]2[N:22]=[CH:21][C:20](B(O)O)=[CH:19][CH:18]=2)[CH2:15][CH2:14][CH2:13][CH2:12][CH2:11]1.C(=O)([O-])[O-].[Na+].[Na+].CCOC(C)=O.